Dataset: Full USPTO retrosynthesis dataset with 1.9M reactions from patents (1976-2016). Task: Predict the reactants needed to synthesize the given product. (1) The reactants are: C(N(CC)CC)C.[N:8]1([C:14]2[N:19]=[CH:18][C:17]([S:20](Cl)(=[O:22])=[O:21])=[CH:16][CH:15]=2)[CH2:13][CH2:12][O:11][CH2:10][CH2:9]1.[CH:24]([O:37][C:38]1[C:39]2[C:51](=[O:52])[N:50]([CH2:53][C:54]3[CH:59]=[CH:58][C:57]([F:60])=[CH:56][CH:55]=3)[CH2:49][C:40]=2[C:41]([OH:48])=[C:42]2[C:47]=1[N:46]=[CH:45][CH:44]=[CH:43]2)([C:31]1[CH:36]=[CH:35][CH:34]=[CH:33][CH:32]=1)[C:25]1[CH:30]=[CH:29][CH:28]=[CH:27][CH:26]=1.CCOC(C)=O.CCCCCC. Given the product [CH:24]([O:37][C:38]1[C:39]2[C:51](=[O:52])[N:50]([CH2:53][C:54]3[CH:59]=[CH:58][C:57]([F:60])=[CH:56][CH:55]=3)[CH2:49][C:40]=2[C:41]([O:48][S:20]([C:17]2[CH:18]=[N:19][C:14]([N:8]3[CH2:9][CH2:10][O:11][CH2:12][CH2:13]3)=[CH:15][CH:16]=2)(=[O:22])=[O:21])=[C:42]2[C:47]=1[N:46]=[CH:45][CH:44]=[CH:43]2)([C:25]1[CH:30]=[CH:29][CH:28]=[CH:27][CH:26]=1)[C:31]1[CH:32]=[CH:33][CH:34]=[CH:35][CH:36]=1, predict the reactants needed to synthesize it. (2) Given the product [C:1]([C:3]([C:6]1[CH:7]=[C:8]([CH:12]=[CH:13][CH:14]=1)[C:9]([NH:26][C:27]1[N:28]=[C:29]2[CH:34]=[CH:33][C:32]([O:35][C:36]3[CH:41]=[CH:40][CH:39]=[C:38]([NH:42][C:43]([CH:45]4[CH2:47][CH2:46]4)=[O:44])[CH:37]=3)=[N:31][N:30]2[CH:48]=1)=[O:11])([CH3:4])[CH3:5])#[N:2], predict the reactants needed to synthesize it. The reactants are: [C:1]([C:3]([C:6]1[CH:7]=[C:8]([CH:12]=[CH:13][CH:14]=1)[C:9]([OH:11])=O)([CH3:5])[CH3:4])#[N:2].C(Cl)(=O)C(Cl)=O.O1CCCC1.[NH2:26][C:27]1[N:28]=[C:29]2[CH:34]=[CH:33][C:32]([O:35][C:36]3[CH:37]=[C:38]([NH:42][C:43]([CH:45]4[CH2:47][CH2:46]4)=[O:44])[CH:39]=[CH:40][CH:41]=3)=[N:31][N:30]2[CH:48]=1. (3) Given the product [F:1][C:2]([F:41])([O:6][C:7]1[CH:8]=[C:9]([CH2:13][N:14]([CH2:34][CH:35]([OH:40])[C:36]([F:37])([F:38])[F:39])[C:15]2[CH:16]=[C:17]([CH:31]=[CH:32][CH:33]=2)[O:18][CH2:19][C:20]2[CH:21]=[C:22]([CH:28]=[CH:29][CH:30]=2)[C:23]([OH:25])=[O:24])[CH:10]=[CH:11][CH:12]=1)[CH:3]([F:4])[F:5], predict the reactants needed to synthesize it. The reactants are: [F:1][C:2]([F:41])([O:6][C:7]1[CH:8]=[C:9]([CH2:13][N:14]([CH2:34][CH:35]([OH:40])[C:36]([F:39])([F:38])[F:37])[C:15]2[CH:16]=[C:17]([CH:31]=[CH:32][CH:33]=2)[O:18][CH2:19][C:20]2[CH:21]=[C:22]([CH:28]=[CH:29][CH:30]=2)[C:23]([O:25]CC)=[O:24])[CH:10]=[CH:11][CH:12]=1)[CH:3]([F:5])[F:4].[OH-].[Li+].Cl. (4) Given the product [Br:16][C:2]1[CH:10]=[CH:9][C:8]([F:11])=[CH:7][C:3]=1[C:4]([OH:6])=[O:5], predict the reactants needed to synthesize it. The reactants are: N[C:2]1[CH:10]=[CH:9][C:8]([F:11])=[CH:7][C:3]=1[C:4]([OH:6])=[O:5].N([O-])=O.[Na+].[BrH:16]. (5) Given the product [CH2:1]([O:8][C:9]([NH:11][C:12]1[NH:13][C:14](=[O:25])[C:15]2[N:16]=[CH:17][N:18]([CH2:21][C:22]([N:42]3[CH2:43][CH2:44][N:39]([S:36]([C:31]4[CH:32]=[CH:33][CH:34]=[CH:35][C:30]=4[N+:27]([O-:29])=[O:28])(=[O:38])=[O:37])[C:40](=[O:45])[CH2:41]3)=[O:24])[C:19]=2[N:20]=1)=[O:10])[C:2]1[CH:3]=[CH:4][CH:5]=[CH:6][CH:7]=1, predict the reactants needed to synthesize it. The reactants are: [CH2:1]([O:8][C:9]([NH:11][C:12]1[NH:13][C:14](=[O:25])[C:15]2[N:16]=[CH:17][N:18]([CH2:21][C:22]([OH:24])=O)[C:19]=2[N:20]=1)=[O:10])[C:2]1[CH:7]=[CH:6][CH:5]=[CH:4][CH:3]=1.Cl.[N+:27]([C:30]1[CH:35]=[CH:34][CH:33]=[CH:32][C:31]=1[S:36]([N:39]1[CH2:44][CH2:43][NH:42][CH2:41][C:40]1=[O:45])(=[O:38])=[O:37])([O-:29])=[O:28].C1CN([P+](ON2N=NC3C=CC=CC2=3)(N2CCCC2)N2CCCC2)CC1.F[P-](F)(F)(F)(F)F.C(N(CC)C(C)C)(C)C. (6) Given the product [CH3:24][C:22]1[N:23]=[C:18]([NH:13][C:10]2[S:9][C:8]([CH2:7][N:1]3[CH2:6][CH2:5][O:4][CH2:3][CH2:2]3)=[N:12][CH:11]=2)[C:19]2[N:20]([C:25]([C:28]3[CH:29]=[N:30][NH:31][CH:32]=3)=[CH:26][N:27]=2)[CH:21]=1, predict the reactants needed to synthesize it. The reactants are: [N:1]1([CH2:7][C:8]2[S:9][C:10]([NH2:13])=[CH:11][N:12]=2)[CH2:6][CH2:5][O:4][CH2:3][CH2:2]1.CS([C:18]1[C:19]2[N:20]([C:25]([C:28]3[CH:29]=[N:30][NH:31][CH:32]=3)=[CH:26][N:27]=2)[CH:21]=[C:22]([CH3:24])[N:23]=1)(=O)=O.[H-].[Na+].